This data is from Full USPTO retrosynthesis dataset with 1.9M reactions from patents (1976-2016). The task is: Predict the reactants needed to synthesize the given product. (1) Given the product [CH3:14][C:13]1[CH:12]=[C:11]([C:15]2[N:16]=[N:17][NH:18][N:19]=2)[CH:10]=[C:9]([CH3:20])[C:8]=1[O:7][C:6]1[CH:21]=[CH:22][C:23]([OH:24])=[C:4]([CH:1]([CH3:3])[CH3:2])[CH:5]=1, predict the reactants needed to synthesize it. The reactants are: [CH:1]([C:4]1[CH:5]=[C:6]([CH:21]=[CH:22][C:23]=1[O:24]C)[O:7][C:8]1[C:13]([CH3:14])=[CH:12][C:11]([C:15]2[N:16]=[N:17][NH:18][N:19]=2)=[CH:10][C:9]=1[CH3:20])([CH3:3])[CH3:2].B(Br)(Br)Br.O. (2) Given the product [CH2:1]([NH:3][C:4]([NH:6][C:7]1[N:12]=[CH:11][C:10]([C:13]2[CH:14]=[N:15][CH:16]=[C:17]([C:19]([NH:34][NH2:35])=[O:21])[CH:18]=2)=[C:9]([C:24]2[S:25][CH:26]=[C:27]([C:29]([F:31])([F:32])[F:30])[N:28]=2)[CH:8]=1)=[O:5])[CH3:2], predict the reactants needed to synthesize it. The reactants are: [CH2:1]([NH:3][C:4]([NH:6][C:7]1[N:12]=[CH:11][C:10]([C:13]2[CH:14]=[N:15][CH:16]=[C:17]([C:19]([O:21]CC)=O)[CH:18]=2)=[C:9]([C:24]2[S:25][CH:26]=[C:27]([C:29]([F:32])([F:31])[F:30])[N:28]=2)[CH:8]=1)=[O:5])[CH3:2].O.[NH2:34][NH2:35].